This data is from Forward reaction prediction with 1.9M reactions from USPTO patents (1976-2016). The task is: Predict the product of the given reaction. (1) Given the reactants [Cl:1][C:2]1[CH:7]=[C:6]([Cl:8])[CH:5]=[CH:4][C:3]=1[C:9]1[N:14]=[C:13](O)[N:12]2[N:16]=[CH:17][N:18]=[C:11]2[CH:10]=1.P(Cl)(Cl)([Cl:21])=O, predict the reaction product. The product is: [Cl:21][C:13]1[N:12]2[N:16]=[CH:17][N:18]=[C:11]2[CH:10]=[C:9]([C:3]2[CH:4]=[CH:5][C:6]([Cl:8])=[CH:7][C:2]=2[Cl:1])[N:14]=1. (2) Given the reactants Cl[C:2]1[N:7]2[N:8]=[C:9]([CH3:11])[N:10]=[C:6]2[N:5]=[C:4]([CH2:12][CH3:13])[C:3]=1[CH2:14][CH2:15][CH:16]([CH3:22])[CH2:17][C:18]([CH3:21])([CH3:20])[CH3:19].[NH3:23], predict the reaction product. The product is: [CH2:12]([C:4]1[C:3]([CH2:14][CH2:15][CH:16]([CH3:22])[CH2:17][C:18]([CH3:21])([CH3:20])[CH3:19])=[C:2]([NH2:23])[N:7]2[N:8]=[C:9]([CH3:11])[N:10]=[C:6]2[N:5]=1)[CH3:13]. (3) Given the reactants Br[CH2:2][C:3]1[CH:10]=[CH:9][C:6]([CH:7]=[O:8])=[CH:5][CH:4]=1.[OH:11][C:12]1[CH:17]=[CH:16][C:15]([SH:18])=[CH:14][CH:13]=1.C(N(CC)CC)C, predict the reaction product. The product is: [OH:11][C:12]1[CH:17]=[CH:16][C:15]([S:18][CH2:2][C:3]2[CH:10]=[CH:9][C:6]([CH:7]=[O:8])=[CH:5][CH:4]=2)=[CH:14][CH:13]=1. (4) Given the reactants [Cl:1][C:2]1[CH:7]=[CH:6][CH:5]=[C:4]([Cl:8])[C:3]=1[N:9]1[C:14]([S:15][CH2:16][CH3:17])=[C:13]([C:18](=[O:26])[C:19]2[CH:24]=[CH:23][C:22]([F:25])=[CH:21][CH:20]=2)[CH:12]=[CH:11][C:10]1=[O:27].ClC1C=CC=C(C(OO)=[O:36])C=1, predict the reaction product. The product is: [Cl:1][C:2]1[CH:7]=[CH:6][CH:5]=[C:4]([Cl:8])[C:3]=1[N:9]1[C:14]([S:15]([CH2:16][CH3:17])=[O:36])=[C:13]([C:18](=[O:26])[C:19]2[CH:20]=[CH:21][C:22]([F:25])=[CH:23][CH:24]=2)[CH:12]=[CH:11][C:10]1=[O:27]. (5) Given the reactants [C:1]([C:5]1[NH:9][C:8](=[O:10])[N:7]([C:11]2[CH:16]=[CH:15][C:14]([O:17][C:18]3[CH:23]=[CH:22][N:21]=[C:20]([C:24]4[CH:25]=[N:26][N:27]([CH3:29])[CH:28]=4)[CH:19]=3)=[C:13]([CH3:30])[N:12]=2)[N:6]=1)([CH3:4])([CH3:3])[CH3:2].[C:31]([O-])([O-])=O.[Cs+].[Cs+].IC, predict the reaction product. The product is: [C:1]([C:5]1[N:9]([CH3:31])[C:8](=[O:10])[N:7]([C:11]2[CH:16]=[CH:15][C:14]([O:17][C:18]3[CH:23]=[CH:22][N:21]=[C:20]([C:24]4[CH:25]=[N:26][N:27]([CH3:29])[CH:28]=4)[CH:19]=3)=[C:13]([CH3:30])[N:12]=2)[N:6]=1)([CH3:4])([CH3:3])[CH3:2].